Dataset: Forward reaction prediction with 1.9M reactions from USPTO patents (1976-2016). Task: Predict the product of the given reaction. (1) Given the reactants [CH3:1][N:2]1[CH2:15][CH2:14][C:5]2[NH:6][C:7]3[CH:8]=[CH:9][C:10]([CH3:13])=[CH:11][C:12]=3[C:4]=2[CH2:3]1.[H-].[Na+].[CH3:18][C:19]1[CH:24]=[C:23]([C:25]2([CH3:28])[CH2:27][O:26]2)[CH:22]=[C:21]([CH3:29])[N:20]=1, predict the reaction product. The product is: [CH3:1][N:2]1[CH2:15][CH2:14][C:5]2[N:6]([CH2:28][C:25]([C:23]3[CH:24]=[C:19]([CH3:18])[N:20]=[C:21]([CH3:29])[CH:22]=3)([OH:26])[CH3:27])[C:7]3[CH:8]=[CH:9][C:10]([CH3:13])=[CH:11][C:12]=3[C:4]=2[CH2:3]1. (2) The product is: [ClH:1].[CH3:41][O:40][C:31]1[CH:30]=[C:29]2[C:34](=[C:33]3[CH2:35][C:36]([CH3:39])([CH3:38])[O:37][C:32]=13)[C:25]([C:21]1[CH:20]=[C:19]([NH:18][S:15]([NH2:14])(=[O:16])=[O:17])[CH:24]=[CH:23][CH:22]=1)=[N:26][C:27]([CH3:43])([CH3:42])[CH2:28]2. Given the reactants [ClH:1].C(OCC)(=O)C.CC(OC(=O)[NH:14][S:15]([NH:18][C:19]1[CH:24]=[CH:23][CH:22]=[C:21]([C:25]2[C:34]3[C:29](=[CH:30][C:31]([O:40][CH3:41])=[C:32]4[O:37][C:36]([CH3:39])([CH3:38])[CH2:35][C:33]4=3)[CH2:28][C:27]([CH3:43])([CH3:42])[N:26]=2)[CH:20]=1)(=[O:17])=[O:16])(C)C.[OH-].[Na+], predict the reaction product. (3) Given the reactants [F:1][C:2]1[CH:7]=[CH:6][CH:5]=[C:4]([C:8]([F:11])([F:10])[F:9])[C:3]=1[C:12]1[CH2:17][CH2:16][N:15]([C:18]([O:20][C:21]([CH3:24])([CH3:23])[CH3:22])=[O:19])[CH2:14][CH:13]=1.CC(O)=O, predict the reaction product. The product is: [F:1][C:2]1[CH:7]=[CH:6][CH:5]=[C:4]([C:8]([F:11])([F:9])[F:10])[C:3]=1[CH:12]1[CH2:17][CH2:16][N:15]([C:18]([O:20][C:21]([CH3:24])([CH3:23])[CH3:22])=[O:19])[CH2:14][CH2:13]1. (4) Given the reactants Br[C:2]1[C:10]2[C:6](=[CH:7][N:8]([CH3:11])[N:9]=2)[CH:5]=[CH:4][C:3]=1[CH3:12].[C:13]([Cu])#[N:14].O, predict the reaction product. The product is: [CH3:11][N:8]1[CH:7]=[C:6]2[C:10]([C:2]([C:13]#[N:14])=[C:3]([CH3:12])[CH:4]=[CH:5]2)=[N:9]1. (5) The product is: [OH:1][CH:2]1[CH2:5][C:4]([CH2:28][C:29]#[N:30])([N:6]2[CH:10]=[C:9]([C:11]3[C:12]4[CH:19]=[CH:18][NH:17][C:13]=4[N:14]=[CH:15][N:16]=3)[CH:8]=[N:7]2)[CH2:3]1. Given the reactants [OH:1][CH:2]1[CH2:5][C:4]([CH2:28][C:29]#[N:30])([N:6]2[CH:10]=[C:9]([C:11]3[C:12]4[CH:19]=[CH:18][N:17](COCC[Si](C)(C)C)[C:13]=4[N:14]=[CH:15][N:16]=3)[CH:8]=[N:7]2)[CH2:3]1.FC(F)(F)C(O)=O.C(N)CN, predict the reaction product. (6) Given the reactants [CH:1]1([O:6][CH2:7][C:8]([OH:10])=O)[CH2:5][CH2:4][CH2:3][CH2:2]1.S(Cl)([Cl:13])=O, predict the reaction product. The product is: [CH:1]1([O:6][CH2:7][C:8]([Cl:13])=[O:10])[CH2:5][CH2:4][CH2:3][CH2:2]1. (7) Given the reactants [C:1]([O:5][C:6](=[O:16])[NH:7][C@H:8]1[CH2:13][CH2:12][C@@H:11]([CH2:14][NH2:15])[CH2:10][CH2:9]1)([CH3:4])([CH3:3])[CH3:2].Cl[C:18]1[N:27]=[C:26]([N:28]([CH3:30])[CH3:29])[C:25]2[C:20](=[CH:21][CH:22]=[CH:23][CH:24]=2)[N:19]=1.C(N(CC)CC)C, predict the reaction product. The product is: [C:1]([O:5][C:6](=[O:16])[NH:7][C@H:8]1[CH2:9][CH2:10][C@@H:11]([CH2:14][NH:15][C:18]2[N:27]=[C:26]([N:28]([CH3:30])[CH3:29])[C:25]3[C:20](=[CH:21][CH:22]=[CH:23][CH:24]=3)[N:19]=2)[CH2:12][CH2:13]1)([CH3:4])([CH3:2])[CH3:3]. (8) Given the reactants [Cl:1][C:2]1[C:7]([C:8]([OH:10])=[O:9])=[CH:6][CH:5]=[C:4]([O:11][CH3:12])[N:3]=1.C([O-])(=O)C.[Na+].[Br:18]Br, predict the reaction product. The product is: [Cl:1][C:2]1[C:7]([C:8]([OH:10])=[O:9])=[CH:6][C:5]([Br:18])=[C:4]([O:11][CH3:12])[N:3]=1.